This data is from Forward reaction prediction with 1.9M reactions from USPTO patents (1976-2016). The task is: Predict the product of the given reaction. (1) Given the reactants COC1C=C(OC)C=CC=1C[N:6]1[C:14](=[O:15])[N:13]([CH2:16][CH2:17][O:18][CH3:19])[C:12]2[C:7]1=[N:8][C:9]([C:20]1[C:28]3[C:23](=[N:24][CH:25]=[CH:26][CH:27]=3)[N:22]([CH2:29][C:30]3[CH:35]=[CH:34][CH:33]=[CH:32][C:31]=3[F:36])[N:21]=1)=[N:10][CH:11]=2.C([SiH](CC)CC)C, predict the reaction product. The product is: [F:36][C:31]1[CH:32]=[CH:33][CH:34]=[CH:35][C:30]=1[CH2:29][N:22]1[C:23]2=[N:24][CH:25]=[CH:26][CH:27]=[C:28]2[C:20]([C:9]2[N:8]=[C:7]3[C:12]([N:13]([CH2:16][CH2:17][O:18][CH3:19])[C:14](=[O:15])[NH:6]3)=[CH:11][N:10]=2)=[N:21]1. (2) Given the reactants [CH:1]([N:4]1[CH:8]=[C:7]([N+:9]([O-:11])=[O:10])[CH:6]=[C:5]1[C:12]([O:14]CC)=[O:13])([CH3:3])[CH3:2].[OH-].[Na+], predict the reaction product. The product is: [CH:1]([N:4]1[CH:8]=[C:7]([N+:9]([O-:11])=[O:10])[CH:6]=[C:5]1[C:12]([OH:14])=[O:13])([CH3:3])[CH3:2].